This data is from NCI-60 drug combinations with 297,098 pairs across 59 cell lines. The task is: Regression. Given two drug SMILES strings and cell line genomic features, predict the synergy score measuring deviation from expected non-interaction effect. (1) Drug 1: CC1=CC2C(CCC3(C2CCC3(C(=O)C)OC(=O)C)C)C4(C1=CC(=O)CC4)C. Drug 2: B(C(CC(C)C)NC(=O)C(CC1=CC=CC=C1)NC(=O)C2=NC=CN=C2)(O)O. Cell line: RPMI-8226. Synergy scores: CSS=1.59, Synergy_ZIP=-6.23, Synergy_Bliss=-11.6, Synergy_Loewe=-12.1, Synergy_HSA=-12.0. (2) Drug 1: CC(C1=C(C=CC(=C1Cl)F)Cl)OC2=C(N=CC(=C2)C3=CN(N=C3)C4CCNCC4)N. Drug 2: C1=C(C(=O)NC(=O)N1)F. Cell line: KM12. Synergy scores: CSS=57.3, Synergy_ZIP=-7.08, Synergy_Bliss=-9.24, Synergy_Loewe=-3.29, Synergy_HSA=-0.854. (3) Drug 1: C1=CC(=CC=C1C#N)C(C2=CC=C(C=C2)C#N)N3C=NC=N3. Drug 2: N.N.Cl[Pt+2]Cl. Cell line: SK-MEL-5. Synergy scores: CSS=60.5, Synergy_ZIP=-0.0768, Synergy_Bliss=0.996, Synergy_Loewe=0.105, Synergy_HSA=1.10. (4) Drug 1: C1=CN(C(=O)N=C1N)C2C(C(C(O2)CO)O)O.Cl. Drug 2: CC1C(C(CC(O1)OC2CC(CC3=C2C(=C4C(=C3O)C(=O)C5=C(C4=O)C(=CC=C5)OC)O)(C(=O)CO)O)N)O.Cl. Cell line: NCI-H322M. Synergy scores: CSS=23.7, Synergy_ZIP=-3.12, Synergy_Bliss=-1.32, Synergy_Loewe=-8.36, Synergy_HSA=0.159. (5) Drug 1: CC1=C(C=C(C=C1)NC(=O)C2=CC=C(C=C2)CN3CCN(CC3)C)NC4=NC=CC(=N4)C5=CN=CC=C5. Drug 2: CCN(CC)CCCC(C)NC1=C2C=C(C=CC2=NC3=C1C=CC(=C3)Cl)OC. Cell line: RXF 393. Synergy scores: CSS=12.0, Synergy_ZIP=-0.230, Synergy_Bliss=4.49, Synergy_Loewe=-1.51, Synergy_HSA=3.99. (6) Drug 1: CC(CN1CC(=O)NC(=O)C1)N2CC(=O)NC(=O)C2. Drug 2: C1=CN(C=N1)CC(O)(P(=O)(O)O)P(=O)(O)O. Cell line: RPMI-8226. Synergy scores: CSS=-1.64, Synergy_ZIP=-7.28, Synergy_Bliss=-11.2, Synergy_Loewe=-17.9, Synergy_HSA=-13.4.